From a dataset of Reaction yield outcomes from USPTO patents with 853,638 reactions. Predict the reaction yield, written as a fraction of the theoretical maximum amount of product (1.0 means a 100% yield; for example, 0.34 means a 34% yield). (1) The reactants are N.[OH:2][C:3]1[CH:8]=[CH:7][C:6]([C:9]2[CH:14]=[CH:13][C:12]([C:15]([OH:17])=O)=[CH:11][CH:10]=2)=[CH:5][CH:4]=1.C1C=CC2N(O)N=[N:24]C=2C=1.CCN=C=NCCCN(C)C.Cl. The catalyst is O1CCCC1. The product is [OH:2][C:3]1[CH:8]=[CH:7][C:6]([C:9]2[CH:14]=[CH:13][C:12]([C:15]([NH2:24])=[O:17])=[CH:11][CH:10]=2)=[CH:5][CH:4]=1. The yield is 0.500. (2) The reactants are C(OC([N:8]1[CH2:13][CH2:12][CH:11]([O:14][C:15]2[CH:20]=[CH:19][C:18]([Cl:21])=[CH:17][C:16]=2[C:22](=[O:34])[NH:23][C:24]2[CH:29]=[CH:28][C:27]([N+:30]([O-:32])=[O:31])=[CH:26][C:25]=2[Cl:33])[CH2:10][CH2:9]1)=O)(C)(C)C.C(O)(C(F)(F)F)=O. The catalyst is C(Cl)Cl. The product is [Cl:21][C:18]1[CH:19]=[CH:20][C:15]([O:14][CH:11]2[CH2:10][CH2:9][NH:8][CH2:13][CH2:12]2)=[C:16]([CH:17]=1)[C:22]([NH:23][C:24]1[CH:29]=[CH:28][C:27]([N+:30]([O-:32])=[O:31])=[CH:26][C:25]=1[Cl:33])=[O:34]. The yield is 0.580. (3) The reactants are [NH:1]1[CH:5]=[C:4]([C:6]2[N:11]=[C:10]3[N:12]([CH2:15][C:16]4[CH:17]=[C:18]5[C:23](=[CH:24][CH:25]=4)[N:22]=[CH:21][CH:20]=[CH:19]5)[N:13]=[N:14][C:9]3=[N:8][CH:7]=2)[CH:3]=[N:2]1.C([O-])([O-])=O.[Cs+].[Cs+].[CH3:32][C:33]1([CH3:36])[CH2:35][O:34]1. The catalyst is CN(C=O)C. The product is [CH3:32][C:33]([OH:34])([CH3:36])[CH2:35][N:2]1[CH:3]=[C:4]([C:6]2[N:11]=[C:10]3[N:12]([CH2:15][C:16]4[CH:17]=[C:18]5[C:23](=[CH:24][CH:25]=4)[N:22]=[CH:21][CH:20]=[CH:19]5)[N:13]=[N:14][C:9]3=[N:8][CH:7]=2)[CH:5]=[N:1]1. The yield is 0.220. (4) The reactants are C1(S([N:10]2[C:14]3=[N:15][CH:16]=[C:17]([Cl:19])[CH:18]=[C:13]3[C:12]([CH2:20][C:21]3[CH:22]=[CH:23][C:24]([NH:27][CH2:28][C:29]4[CH:30]=[N:31][CH:32]=[C:33]([F:35])[CH:34]=4)=[N:25][CH:26]=3)=[CH:11]2)(=O)=O)C=CC=CC=1.[F-].C([N+](CCCC)(CCCC)CCCC)CCC.O. The catalyst is O1CCCC1. The product is [Cl:19][C:17]1[CH:18]=[C:13]2[C:12]([CH2:20][C:21]3[CH:22]=[CH:23][C:24]([NH:27][CH2:28][C:29]4[CH:30]=[N:31][CH:32]=[C:33]([F:35])[CH:34]=4)=[N:25][CH:26]=3)=[CH:11][NH:10][C:14]2=[N:15][CH:16]=1. The yield is 0.310. (5) The yield is 0.860. The catalyst is CN(C=O)C.CCOC(C)=O.O. The product is [CH3:4][C:1]([CH3:2])([O:5][C:6](=[O:7])[N:8]([CH3:14])[C@@H:9]([CH3:13])[C:10](=[O:12])[NH:39][C@H:40]([C:50]([N:52]1[C@H:61]([C:62](=[O:74])[NH:63][C@H:64]2[C:73]3[C:68](=[CH:69][CH:70]=[CH:71][CH:72]=3)[CH2:67][CH2:66][CH2:65]2)[CH2:60][C:59]2[C:54](=[CH:55][C:56]([N+:75]([O-:77])=[O:76])=[CH:57][CH:58]=2)[CH2:53]1)=[O:51])[C:41]([CH3:43])([CH3:42])[S:44][CH2:45][C:46]([O:48][CH3:49])=[O:47])[CH3:3]. The reactants are [C:1]([O:5][C:6]([N:8]([CH3:14])[C@@H:9]([CH3:13])[C:10]([OH:12])=O)=[O:7])([CH3:4])([CH3:3])[CH3:2].CN(C(ON1N=NC2C=CC=NC1=2)=[N+](C)C)C.F[P-](F)(F)(F)(F)F.[NH2:39][C@H:40]([C:50]([N:52]1[C@H:61]([C:62](=[O:74])[NH:63][C@H:64]2[C:73]3[C:68](=[CH:69][CH:70]=[CH:71][CH:72]=3)[CH2:67][CH2:66][CH2:65]2)[CH2:60][C:59]2[C:54](=[CH:55][C:56]([N+:75]([O-:77])=[O:76])=[CH:57][CH:58]=2)[CH2:53]1)=[O:51])[C:41]([S:44][CH2:45][C:46]([O:48][CH3:49])=[O:47])([CH3:43])[CH3:42].C(O)(C(F)(F)F)=O.CCN(C(C)C)C(C)C.